From a dataset of Reaction yield outcomes from USPTO patents with 853,638 reactions. Predict the reaction yield, written as a fraction of the theoretical maximum amount of product (1.0 means a 100% yield; for example, 0.34 means a 34% yield). (1) The reactants are [CH3:1][O:2][C:3]1[CH:4]=[C:5]([N:12]2[CH2:17][CH2:16][CH:15]([N:18]3[CH2:23][C@@H:22]4[CH2:24][C@H:19]3[CH2:20][N:21]4C(OC(C)(C)C)=O)[CH2:14][CH2:13]2)[CH:6]=[CH:7][C:8]=1[N+:9]([O-:11])=[O:10].C(O)(C(F)(F)F)=O.C([O-])(O)=O.[Na+]. The catalyst is C(Cl)Cl. The product is [CH3:1][O:2][C:3]1[CH:4]=[C:5]([N:12]2[CH2:17][CH2:16][CH:15]([N:18]3[CH2:23][C@@H:22]4[CH2:24][C@H:19]3[CH2:20][NH:21]4)[CH2:14][CH2:13]2)[CH:6]=[CH:7][C:8]=1[N+:9]([O-:11])=[O:10]. The yield is 0.500. (2) The reactants are [C:1]([O:5][C:6]([N:8]1[CH2:13][CH2:12][N:11]([C:14]2[CH:22]=[CH:21][CH:20]=[C:19]3[C:15]=2[CH:16]=[CH:17][NH:18]3)[CH2:10][CH2:9]1)=[O:7])([CH3:4])([CH3:3])[CH3:2].C1C(=O)N([Br:30])C(=O)C1. The catalyst is C1COCC1. The product is [C:1]([O:5][C:6]([N:8]1[CH2:13][CH2:12][N:11]([C:14]2[CH:22]=[CH:21][C:20]([Br:30])=[C:19]3[C:15]=2[CH:16]=[CH:17][NH:18]3)[CH2:10][CH2:9]1)=[O:7])([CH3:4])([CH3:2])[CH3:3]. The yield is 0.370.